Task: Regression. Given two drug SMILES strings and cell line genomic features, predict the synergy score measuring deviation from expected non-interaction effect.. Dataset: NCI-60 drug combinations with 297,098 pairs across 59 cell lines (1) Drug 1: CC12CCC3C(C1CCC2O)C(CC4=C3C=CC(=C4)O)CCCCCCCCCS(=O)CCCC(C(F)(F)F)(F)F. Drug 2: CS(=O)(=O)OCCCCOS(=O)(=O)C. Cell line: 786-0. Synergy scores: CSS=1.44, Synergy_ZIP=-1.21, Synergy_Bliss=-1.54, Synergy_Loewe=-2.30, Synergy_HSA=-1.87. (2) Drug 1: CC1C(C(CC(O1)OC2CC(CC3=C2C(=C4C(=C3O)C(=O)C5=C(C4=O)C(=CC=C5)OC)O)(C(=O)CO)O)N)O.Cl. Drug 2: C1=NNC2=C1C(=O)NC=N2. Cell line: IGROV1. Synergy scores: CSS=-0.123, Synergy_ZIP=-0.0490, Synergy_Bliss=-0.263, Synergy_Loewe=-0.187, Synergy_HSA=-0.489.